This data is from Full USPTO retrosynthesis dataset with 1.9M reactions from patents (1976-2016). The task is: Predict the reactants needed to synthesize the given product. (1) The reactants are: [S:1]1[C:5]([C:6](=[O:8])[CH3:7])=[CH:4][C:3]2[CH2:9][CH2:10][C:11]3[C:16]([C:2]1=2)=[CH:15][CH:14]=[CH:13][CH:12]=3.[Al+3].[Cl-].[Cl-].[Cl-].[C:21](Cl)(=[O:23])[CH3:22].Cl. Given the product [S:1]1[C:5]([C:6](=[O:8])[CH3:7])=[CH:4][C:3]2[CH2:9][CH2:10][C:11]3[C:16]([C:2]1=2)=[CH:15][CH:14]=[C:13]([C:21](=[O:23])[CH3:22])[CH:12]=3, predict the reactants needed to synthesize it. (2) Given the product [CH3:41][C:42]1[CH:43]=[C:44]([CH:60]=[CH:61][CH:62]=1)[CH2:45][N:46]1[CH:50]=[C:49]([C:16]2[C:10]3[C:11](=[N:12][CH:13]=[C:8]([C:6]4[CH:7]=[CH:2][C:3]([CH:28]5[CH2:29][CH2:30][N:31]([C:34]([O:36][C:37]([CH3:40])([CH3:39])[CH3:38])=[O:35])[CH2:32][CH2:33]5)=[CH:4][CH:5]=4)[CH:9]=3)[N:14]([S:18]([C:21]3[CH:27]=[CH:26][C:24]([CH3:25])=[CH:23][CH:22]=3)(=[O:20])=[O:19])[CH:15]=2)[CH:48]=[N:47]1, predict the reactants needed to synthesize it. The reactants are: F[C:2]1[CH:7]=[C:6]([C:8]2[CH:9]=[C:10]3[C:16](I)=[CH:15][N:14]([S:18]([C:21]4[CH:27]=[CH:26][C:24]([CH3:25])=[CH:23][CH:22]=4)(=[O:20])=[O:19])[C:11]3=[N:12][CH:13]=2)[CH:5]=[CH:4][C:3]=1[CH:28]1[CH2:33][CH2:32][N:31]([C:34]([O:36][C:37]([CH3:40])([CH3:39])[CH3:38])=[O:35])[CH2:30][CH2:29]1.[CH3:41][C:42]1[CH:43]=[C:44]([CH:60]=[CH:61][CH:62]=1)[CH2:45][N:46]1[CH:50]=[C:49](B2OC(C)(C)C(C)(C)O2)[CH:48]=[N:47]1.C(=O)([O-])[O-].[Na+].[Na+].